Task: Predict the product of the given reaction.. Dataset: Forward reaction prediction with 1.9M reactions from USPTO patents (1976-2016) (1) Given the reactants [CH2:1]([C:3]1[C:8]([CH2:9][S:10][C:11]2[N:16]=[C:15]([OH:17])[CH:14]=[C:13]([C:18]([F:21])([F:20])[F:19])[N:12]=2)=[C:7]([CH2:22][CH3:23])[CH:6]=[CH:5][N:4]=1)[CH3:2].[ClH:24].O1CCOCC1, predict the reaction product. The product is: [ClH:24].[CH2:1]([C:3]1[C:8]([CH2:9][S:10][C:11]2[N:16]=[C:15]([OH:17])[CH:14]=[C:13]([C:18]([F:21])([F:20])[F:19])[N:12]=2)=[C:7]([CH2:22][CH3:23])[CH:6]=[CH:5][N:4]=1)[CH3:2]. (2) Given the reactants C[Al](C)C.[NH:5]1[CH2:10][CH2:9][O:8][CH2:7][CH2:6]1.C[O:12][C:13](=O)[C:14]1[CH:19]=[CH:18][CH:17]=[C:16]([CH2:20][O:21][C:22]2[CH:27]=[CH:26][CH:25]=[C:24]([C:28]3[C:37]4[C:32](=[C:33]([Cl:38])[CH:34]=[CH:35][CH:36]=4)[N:31]=[N:30][C:29]=3[C:39]3[CH:44]=[CH:43][CH:42]=[CH:41][CH:40]=3)[CH:23]=2)[CH:15]=1, predict the reaction product. The product is: [Cl:38][C:33]1[CH:34]=[CH:35][CH:36]=[C:37]2[C:32]=1[N:31]=[N:30][C:29]([C:39]1[CH:40]=[CH:41][CH:42]=[CH:43][CH:44]=1)=[C:28]2[C:24]1[CH:25]=[CH:26][CH:27]=[C:22]([O:21][CH2:20][C:16]2[CH:17]=[CH:18][CH:19]=[C:14]([C:13]([N:5]3[CH2:10][CH2:9][O:8][CH2:7][CH2:6]3)=[O:12])[CH:15]=2)[CH:23]=1. (3) Given the reactants [O:1]1[C:5]2([CH2:10][CH2:9][CH2:8][CH2:7][CH:6]2[NH:11][C:12]([NH:14][C:15]2[C:19]([CH3:20])=[CH:18][S:17][CH:16]=2)=[NH:13])[O:4][CH2:3][CH2:2]1.[Cl:21]N1C(=O)CCC1=O, predict the reaction product. The product is: [Cl:21][C:16]1[S:17][CH:18]=[C:19]([CH3:20])[C:15]=1[NH:14][C:12]([NH:11][CH:6]1[CH2:7][CH2:8][CH2:9][CH2:10][C:5]21[O:1][CH2:2][CH2:3][O:4]2)=[NH:13]. (4) Given the reactants [Cl:1][C:2]1[CH:16]=[CH:15][C:5]2[N:6]=[C:7]([N:9]3[CH2:14][CH2:13][NH:12][CH2:11][CH2:10]3)[S:8][C:4]=2[CH:3]=1.[N:17]1[CH:22]=[CH:21][CH:20]=[CH:19][C:18]=1[S:23]([NH:26][C:27]1[CH:28]=[C:29]([CH:33]=[CH:34][CH:35]=1)[C:30](O)=[O:31])(=[O:25])=[O:24], predict the reaction product. The product is: [Cl:1][C:2]1[CH:16]=[CH:15][C:5]2[N:6]=[C:7]([N:9]3[CH2:14][CH2:13][N:12]([C:30]([C:29]4[CH:28]=[C:27]([NH:26][S:23]([C:18]5[CH:19]=[CH:20][CH:21]=[CH:22][N:17]=5)(=[O:24])=[O:25])[CH:35]=[CH:34][CH:33]=4)=[O:31])[CH2:11][CH2:10]3)[S:8][C:4]=2[CH:3]=1.